This data is from Full USPTO retrosynthesis dataset with 1.9M reactions from patents (1976-2016). The task is: Predict the reactants needed to synthesize the given product. (1) Given the product [Cl:42][C:43]1[CH:48]=[CH:47][C:46]([C:2]2[C:3]([C:8]3[C:17]([C:18]4[CH:23]=[CH:22][CH:21]=[CH:20][CH:19]=4)=[CH:16][C:15]4[C:10](=[CH:11][CH:12]=[C:13]([C:24]5[N:28]([CH:29]6[CH2:34][CH2:33][CH2:32][CH2:31][CH2:30]6)[C:27]6[CH:35]=[CH:36][C:37]([C:39]([OH:41])=[O:40])=[CH:38][C:26]=6[N:25]=5)[CH:14]=4)[N:9]=3)=[CH:4][CH:5]=[CH:6][CH:7]=2)=[CH:45][CH:44]=1, predict the reactants needed to synthesize it. The reactants are: Br[C:2]1[CH:7]=[CH:6][CH:5]=[CH:4][C:3]=1[C:8]1[C:17]([C:18]2[CH:23]=[CH:22][CH:21]=[CH:20][CH:19]=2)=[CH:16][C:15]2[C:10](=[CH:11][CH:12]=[C:13]([C:24]3[N:28]([CH:29]4[CH2:34][CH2:33][CH2:32][CH2:31][CH2:30]4)[C:27]4[CH:35]=[CH:36][C:37]([C:39]([OH:41])=[O:40])=[CH:38][C:26]=4[N:25]=3)[CH:14]=2)[N:9]=1.[Cl:42][C:43]1[CH:48]=[CH:47][C:46](B(O)O)=[CH:45][CH:44]=1.[F-].[Cs+].C1(P(C2CCCCC2)C2C=CC=CC=2C2C=CC=CC=2)CCCCC1. (2) Given the product [C:1]([O:5][C:6]([NH:8][C@H:9]1[CH2:14][N:13]([C:15]2[CH:20]=[C:19]([CH3:21])[CH:18]=[C:17]([NH:22][C:23]3[NH:27][N:26]=[CH:25][CH:24]=3)[N:16]=2)[CH2:12][C@@H:11]([C:28]([OH:30])=[O:29])[CH2:10]1)=[O:7])([CH3:4])([CH3:2])[CH3:3], predict the reactants needed to synthesize it. The reactants are: [C:1]([O:5][C:6]([NH:8][C@H:9]1[CH2:14][N:13]([C:15]2[CH:20]=[C:19]([CH3:21])[CH:18]=[C:17]([NH:22][C:23]3[NH:27][N:26]=[CH:25][CH:24]=3)[N:16]=2)[CH2:12][C@@H:11]([C:28]([O:30]C)=[O:29])[CH2:10]1)=[O:7])([CH3:4])([CH3:3])[CH3:2].[OH-].[Na+].[NH4+].[Cl-]. (3) Given the product [Br:1][C:2]1[CH:14]=[CH:13][C:5]2[O:6][C:7]3([CH2:10][NH:11][C:4]=2[CH:3]=1)[CH2:9][CH2:8]3, predict the reactants needed to synthesize it. The reactants are: [Br:1][C:2]1[CH:14]=[CH:13][C:5]2[O:6][C:7]3([C:10](=O)[NH:11][C:4]=2[CH:3]=1)[CH2:9][CH2:8]3.